This data is from Catalyst prediction with 721,799 reactions and 888 catalyst types from USPTO. The task is: Predict which catalyst facilitates the given reaction. (1) Reactant: Br[C:2]1[CH:17]=[CH:16][C:5]([O:6][C:7]2[CH:14]=[CH:13][C:10]([C:11]#[N:12])=[CH:9][C:8]=2[OH:15])=[CH:4][C:3]=1[CH:18]=[O:19].[B:20]1([B:20]2[O:24][C:23]([CH3:26])([CH3:25])[C:22]([CH3:28])([CH3:27])[O:21]2)[O:24][C:23]([CH3:26])([CH3:25])[C:22]([CH3:28])([CH3:27])[O:21]1.[C:38]([O-])(=O)C.[K+]. Product: [CH3:38][C:9]1[C:8]([OH:15])=[C:7]([O:6][C:5]2[CH:16]=[CH:17][C:2]([B:20]3[O:24][C:23]([CH3:26])([CH3:25])[C:22]([CH3:28])([CH3:27])[O:21]3)=[C:3]([CH:18]=[O:19])[CH:4]=2)[CH:14]=[CH:13][C:10]=1[C:11]#[N:12]. The catalyst class is: 75. (2) Reactant: [CH:1](=O)[C:2]([CH3:4])=[O:3].[C:6]([CH:11]=P(C1C=CC=CC=1)(C1C=CC=CC=1)C1C=CC=CC=1)([O:8][CH2:9][CH3:10])=[O:7].CN(C)C=O.O. Product: [O:3]=[C:2]([CH3:4])[CH:1]=[CH:11][C:6]([O:8][CH2:9][CH3:10])=[O:7]. The catalyst class is: 4.